Dataset: Reaction yield outcomes from USPTO patents with 853,638 reactions. Task: Predict the reaction yield, written as a fraction of the theoretical maximum amount of product (1.0 means a 100% yield; for example, 0.34 means a 34% yield). (1) The reactants are [C:1]([O:5][C:6]([N:8]1[CH2:13][CH2:12][C:11]([NH:16][C:17](=O)[C:18]2[CH:23]=[C:22]([C:24]([F:27])([F:26])[F:25])[CH:21]=[C:20]([O:28][CH2:29][CH2:30][CH:31]=[CH2:32])[CH:19]=2)([C:14]#[N:15])[CH2:10][CH2:9]1)=[O:7])([CH3:4])([CH3:3])[CH3:2].[OH-].[Na+].OO.CS(C)=[O:40]. The catalyst is C(O)C. The product is [C:1]([O:5][C:6]([N:8]1[CH2:13][CH2:12][C:11]2([N:16]=[C:17]([C:18]3[CH:23]=[C:22]([C:24]([F:27])([F:26])[F:25])[CH:21]=[C:20]([O:28][CH2:29][CH2:30][CH:31]=[CH2:32])[CH:19]=3)[NH:15][C:14]2=[O:40])[CH2:10][CH2:9]1)=[O:7])([CH3:4])([CH3:3])[CH3:2]. The yield is 0.670. (2) The reactants are Br[C:2]1[N:9]=[CH:8][CH:7]=[C:6]([Cl:10])[C:3]=1[CH:4]=[O:5].[C:11]1(=[O:24])[C:16]2=[CH:17][C:18]3[CH2:19][CH2:20][CH2:21][CH2:22][C:23]=3[N:15]2[CH2:14][CH2:13][NH:12]1.CC1(C)C2C(=C(P(C3C=CC=CC=3)C3C=CC=CC=3)C=CC=2)OC2C(P(C3C=CC=CC=3)C3C=CC=CC=3)=CC=CC1=2.C([O-])([O-])=O.[Cs+].[Cs+]. The catalyst is C1C=CC(/C=C/C(/C=C/C2C=CC=CC=2)=O)=CC=1.C1C=CC(/C=C/C(/C=C/C2C=CC=CC=2)=O)=CC=1.C1C=CC(/C=C/C(/C=C/C2C=CC=CC=2)=O)=CC=1.[Pd].[Pd].O1CCOCC1. The product is [Cl:10][C:6]1[C:3]([CH:4]=[O:5])=[C:2]([N:12]2[CH2:13][CH2:14][N:15]3[C:23]4[CH2:22][CH2:21][CH2:20][CH2:19][C:18]=4[CH:17]=[C:16]3[C:11]2=[O:24])[N:9]=[CH:8][CH:7]=1. The yield is 0.500.